From a dataset of Full USPTO retrosynthesis dataset with 1.9M reactions from patents (1976-2016). Predict the reactants needed to synthesize the given product. (1) Given the product [Cl:1][C:2]1[CH:3]=[C:4]([C:8]2[CH:9]=[C:10]([CH2:16][C:17]3[CH:22]=[N:21][C:20]([O:26][CH2:27][CH3:28])=[CH:19][N:18]=3)[CH:11]=[N:12][C:13]=2[O:14][CH3:15])[CH:5]=[CH:6][CH:7]=1, predict the reactants needed to synthesize it. The reactants are: [Cl:1][C:2]1[CH:3]=[C:4]([C:8]2[CH:9]=[C:10]([CH2:16][C:17]3[N:18]=[CH:19][C:20](N)=[N:21][CH:22]=3)[CH:11]=[N:12][C:13]=2[O:14][CH3:15])[CH:5]=[CH:6][CH:7]=1.N([O:26][C:27](C)(C)[CH3:28])=O.Cl.O1CCOCC1. (2) Given the product [CH:22]1([C:2]2[CH:21]=[CH:20][C:5]3[N:6]=[C:7]([NH:10][C@H:11]4[C:19]5[C:14](=[CH:15][CH:16]=[CH:17][CH:18]=5)[CH2:13][CH2:12]4)[O:8][CH2:9][C:4]=3[CH:3]=2)[CH2:24][CH2:23]1, predict the reactants needed to synthesize it. The reactants are: Br[C:2]1[CH:21]=[CH:20][C:5]2[N:6]=[C:7]([NH:10][C@H:11]3[C:19]4[C:14](=[CH:15][CH:16]=[CH:17][CH:18]=4)[CH2:13][CH2:12]3)[O:8][CH2:9][C:4]=2[CH:3]=1.[CH:22]1(B(O)O)[CH2:24][CH2:23]1.C1(P(C2CCCCC2)C2CCCCC2)CCCCC1.P([O-])([O-])([O-])=O.[K+].[K+].[K+]. (3) Given the product [NH2:4][C:5]1[CH:13]=[CH:12][C:8]([C:9]([NH:23][C@H:22]([C:21]([OH:33])=[O:20])[CH2:24][CH2:25][C:26]([OH:28])=[O:27])=[O:11])=[C:7]([OH:14])[CH:6]=1, predict the reactants needed to synthesize it. The reactants are: C([NH:4][C:5]1[CH:6]=[C:7]([OH:14])[C:8](=[CH:12][CH:13]=1)[C:9]([OH:11])=O)(=O)C.Cl.C([O:20][C:21](=[O:33])[C@H:22]([CH2:24][CH2:25][C:26]([O:28]C(C)(C)C)=[O:27])[NH2:23])(C)(C)C.CN(C(ON1N=NC2C=CC=CC1=2)=[N+](C)C)C.[B-](F)(F)(F)F.C1C=CC2N(O)N=NC=2C=1.CCN(C(C)C)C(C)C.C(=O)([O-])[O-].[Na+].[Na+]. (4) The reactants are: [CH2:1]([C:3]1[NH:13][C:6]2[N:7]=[C:8]([SH:12])[N:9]=[C:10]([OH:11])[C:5]=2[CH:4]=1)[CH3:2].[OH-].[Na+].[CH3:16]I. Given the product [CH2:1]([C:3]1[NH:13][C:6]2[N:7]=[C:8]([S:12][CH3:16])[NH:9][C:10](=[O:11])[C:5]=2[CH:4]=1)[CH3:2], predict the reactants needed to synthesize it. (5) Given the product [NH2:1][C:4]1[CH:9]=[CH:8][C:7]([C:10]2[CH:11]=[CH:12][C:13]([S:16]([NH:19][C@H:20]([C:24]([O:26][CH3:27])=[O:25])[CH:21]([CH3:23])[CH3:22])(=[O:18])=[O:17])=[CH:14][CH:15]=2)=[CH:6][CH:5]=1, predict the reactants needed to synthesize it. The reactants are: [N+:1]([C:4]1[CH:9]=[CH:8][C:7]([C:10]2[CH:15]=[CH:14][C:13]([S:16]([NH:19][C@H:20]([C:24]([O:26][CH3:27])=[O:25])[CH:21]([CH3:23])[CH3:22])(=[O:18])=[O:17])=[CH:12][CH:11]=2)=[CH:6][CH:5]=1)([O-])=O.Cl. (6) Given the product [C:35]1([C:29]2[CH:30]=[CH:31][CH:32]=[C:33]([CH3:34])[C:28]=2[C:13]2[CH:14]=[C:15]3[C:10](=[CH:11][CH:12]=2)[N:9]=[C:8]([NH2:26])[C:7]([N:4]2[CH2:3][CH2:2][O:1][CH2:6][CH2:5]2)=[CH:16]3)[C:44]2[C:39](=[CH:40][CH:41]=[CH:42][CH:43]=2)[CH2:38][CH2:37][N:36]=1, predict the reactants needed to synthesize it. The reactants are: [O:1]1[CH2:6][CH2:5][N:4]([C:7]2[C:8]([NH2:26])=[N:9][C:10]3[C:15]([CH:16]=2)=[CH:14][C:13](B2OC(C)(C)C(C)(C)O2)=[CH:12][CH:11]=3)[CH2:3][CH2:2]1.Br[C:28]1[C:33]([CH3:34])=[CH:32][CH:31]=[CH:30][C:29]=1[C:35]1[C:44]2[C:39](=[CH:40][CH:41]=[CH:42][CH:43]=2)[CH2:38][CH2:37][N:36]=1.P([O-])([O-])([O-])=O.[K+].[K+].[K+].C1(P(C2CCCCC2)C2C=CC=CC=2C2C(C(C)C)=CC(C(C)C)=CC=2C(C)C)CCCCC1. (7) Given the product [C:19]1([C:25]([NH:27][C:28]2[CH:29]=[C:30]([C:31]([NH:1][C:2]3[CH:7]=[CH:6][C:5]([C@@H:8]4[CH2:10][C@H:9]4[NH:11][C:12](=[O:18])[O:13][C:14]([CH3:15])([CH3:17])[CH3:16])=[CH:4][CH:3]=3)=[O:32])[CH:34]=[CH:35][CH:36]=2)=[O:26])[CH:24]=[CH:23][CH:22]=[CH:21][CH:20]=1, predict the reactants needed to synthesize it. The reactants are: [NH2:1][C:2]1[CH:7]=[CH:6][C:5]([C@@H:8]2[CH2:10][C@H:9]2[NH:11][C:12](=[O:18])[O:13][C:14]([CH3:17])([CH3:16])[CH3:15])=[CH:4][CH:3]=1.[C:19]1([C:25]([NH:27][C:28]2[CH:29]=[C:30]([CH:34]=[CH:35][CH:36]=2)[C:31](O)=[O:32])=[O:26])[CH:24]=[CH:23][CH:22]=[CH:21][CH:20]=1.Cl.C(N=C=NCCCN(C)C)C.ON1C2C=CC=CC=2N=N1.